This data is from Forward reaction prediction with 1.9M reactions from USPTO patents (1976-2016). The task is: Predict the product of the given reaction. (1) Given the reactants [C:1]([O:22]CC)(=[O:21])/[CH:2]=[CH:3]\[CH:4]=[CH:5][CH:6]=[CH:7][CH:8]=[CH:9][CH:10]=[CH:11][CH2:12][CH2:13][CH2:14][CH2:15][CH2:16][CH2:17][CH2:18][CH2:19][CH3:20].[OH-].[Na+].O.Cl, predict the reaction product. The product is: [C:1]([OH:22])(=[O:21])/[CH:2]=[CH:3]\[CH:4]=[CH:5][CH:6]=[CH:7][CH:8]=[CH:9][CH:10]=[CH:11][CH2:12][CH2:13][CH2:14][CH2:15][CH2:16][CH2:17][CH2:18][CH2:19][CH3:20]. (2) Given the reactants Cl[C:2]1[N:7]2[N:8]=[CH:9][CH:10]=[C:6]2[N:5]=[C:4]([CH3:11])[C:3]=1[CH:12]([CH2:18][CH2:19][CH3:20])[C:13]([O:15][CH2:16][CH3:17])=[O:14].[C:21]([NH:28][C@@H:29]1[CH2:34][CH2:33][CH2:32][NH:31][CH2:30]1)([O:23][C:24]([CH3:27])([CH3:26])[CH3:25])=[O:22].C(N(C(C)C)CC)(C)C, predict the reaction product. The product is: [C:24]([O:23][C:21]([NH:28][C@@H:29]1[CH2:34][CH2:33][CH2:32][N:31]([C:2]2[N:7]3[N:8]=[CH:9][CH:10]=[C:6]3[N:5]=[C:4]([CH3:11])[C:3]=2[CH:12]([CH2:18][CH2:19][CH3:20])[C:13]([O:15][CH2:16][CH3:17])=[O:14])[CH2:30]1)=[O:22])([CH3:27])([CH3:25])[CH3:26]. (3) Given the reactants [OH:1][C:2]1[CH:7]=[CH:6][CH:5]=[CH:4][C:3]=1[N:8]1[CH2:13][CH2:12][O:11][C:10]2[CH:14]=[C:15]([S:18]([N:21]([CH2:27][C:28]3[CH:33]=[CH:32][C:31]([O:34][CH3:35])=[CH:30][CH:29]=3)[C:22]3[S:23][CH:24]=[CH:25][N:26]=3)(=[O:20])=[O:19])[CH:16]=[CH:17][C:9]1=2.Br[CH2:37][C:38]([NH2:40])=[O:39].C(=O)([O-])[O-].[K+].[K+], predict the reaction product. The product is: [CH3:35][O:34][C:31]1[CH:30]=[CH:29][C:28]([CH2:27][N:21]([C:22]2[S:23][CH:24]=[CH:25][N:26]=2)[S:18]([C:15]2[CH:16]=[CH:17][C:9]3[N:8]([C:3]4[CH:4]=[CH:5][CH:6]=[CH:7][C:2]=4[O:1][CH2:37][C:38]([NH2:40])=[O:39])[CH2:13][CH2:12][O:11][C:10]=3[CH:14]=2)(=[O:19])=[O:20])=[CH:33][CH:32]=1. (4) Given the reactants [Cl:1][C:2]1[CH:7]=[CH:6][C:5]([C:8]2[N:9]([CH2:23][C@H:24]([OH:29])[C:25]([F:28])([F:27])[F:26])[C:10](=[O:22])[N:11]([CH2:13][C:14]3[N:18]=[C:17]([CH:19]([OH:21])[CH3:20])[NH:16][N:15]=3)[N:12]=2)=[CH:4][CH:3]=1.[Cl:30][C:31]1[C:36]([Cl:37])=[CH:35][CH:34]=[CH:33][C:32]=1B(O)O.B(O)O, predict the reaction product. The product is: [Cl:1][C:2]1[CH:3]=[CH:4][C:5]([C:8]2[N:9]([CH2:23][C@H:24]([OH:29])[C:25]([F:26])([F:28])[F:27])[C:10](=[O:22])[N:11]([CH2:13][C:14]3[N:18]=[C:17]([CH:19]([OH:21])[CH3:20])[N:16]([C:35]4[CH:34]=[CH:33][CH:32]=[C:31]([Cl:30])[C:36]=4[Cl:37])[N:15]=3)[N:12]=2)=[CH:6][CH:7]=1.